Dataset: Catalyst prediction with 721,799 reactions and 888 catalyst types from USPTO. Task: Predict which catalyst facilitates the given reaction. (1) Reactant: [C:1]([C:3]1[CH:4]=[C:5]([C:8]([OH:10])=O)[NH:6][CH:7]=1)#[N:2].Cl.CN(C)CCCN=C=NCC.OC1C2N=NNC=2C=CC=1.[CH3:33][N:34]1[CH2:39][CH2:38][N:37]([C:40]2[CH:45]=[CH:44][C:43]([NH2:46])=[C:42]([N:47]3[CH2:52][CH2:51][CH2:50][CH2:49][CH2:48]3)[CH:41]=2)[CH2:36][CH2:35]1.C(=O)(O)[O-].[Na+]. Product: [CH3:33][N:34]1[CH2:35][CH2:36][N:37]([C:40]2[CH:45]=[CH:44][C:43]([NH:46][C:8]([C:5]3[NH:6][CH:7]=[C:3]([C:1]#[N:2])[CH:4]=3)=[O:10])=[C:42]([N:47]3[CH2:52][CH2:51][CH2:50][CH2:49][CH2:48]3)[CH:41]=2)[CH2:38][CH2:39]1. The catalyst class is: 4. (2) Reactant: C[Al](C)C.[NH2:5][C:6]1[CH:13]=[CH:12][C:9]([C:10]#[N:11])=[CH:8][N:7]=1.[Si:14]([O:31][CH2:32][CH2:33][O:34][CH2:35][C@H:36]([O:41][C:42]1[N:47]=[CH:46][N:45]=[C:44]2[N:48]([C:51]3[CH:56]=[CH:55][CH:54]=[C:53]([Cl:57])[C:52]=3[CH3:58])[N:49]=[CH:50][C:43]=12)[C:37](OC)=[O:38])([C:27]([CH3:30])([CH3:29])[CH3:28])([C:21]1[CH:26]=[CH:25][CH:24]=[CH:23][CH:22]=1)[C:15]1[CH:20]=[CH:19][CH:18]=[CH:17][CH:16]=1.[C@H](O)(C([O-])=O)[C@@H](O)C([O-])=O.[Na+].[K+]. Product: [Si:14]([O:31][CH2:32][CH2:33][O:34][CH2:35][C@H:36]([O:41][C:42]1[C:43]2[CH:50]=[N:49][N:48]([C:51]3[CH:56]=[CH:55][CH:54]=[C:53]([Cl:57])[C:52]=3[CH3:58])[C:44]=2[N:45]=[CH:46][N:47]=1)[C:37]([NH:5][C:6]1[CH:13]=[CH:12][C:9]([C:10]#[N:11])=[CH:8][N:7]=1)=[O:38])([C:27]([CH3:28])([CH3:29])[CH3:30])([C:21]1[CH:22]=[CH:23][CH:24]=[CH:25][CH:26]=1)[C:15]1[CH:20]=[CH:19][CH:18]=[CH:17][CH:16]=1. The catalyst class is: 133.